This data is from Reaction yield outcomes from USPTO patents with 853,638 reactions. The task is: Predict the reaction yield, written as a fraction of the theoretical maximum amount of product (1.0 means a 100% yield; for example, 0.34 means a 34% yield). The reactants are [Cl:1][C:2]1[C:7]([N:8]2[CH2:13][CH2:12][CH:11]([C:14]3[CH:19]=[C:18]([Cl:20])[CH:17]=[C:16]([Cl:21])[CH:15]=3)[CH2:10][CH2:9]2)=[CH:6][N:5]=[N:4][C:3]=1[NH:22][NH:23][C:24](=O)[CH2:25][C:26]([F:29])([F:28])[F:27].P(Cl)(Cl)(Cl)=O. The catalyst is C(#N)C. The product is [Cl:1][C:2]1[C:3]2[N:4]([C:24]([CH2:25][C:26]([F:29])([F:28])[F:27])=[N:23][N:22]=2)[N:5]=[CH:6][C:7]=1[N:8]1[CH2:13][CH2:12][CH:11]([C:14]2[CH:19]=[C:18]([Cl:20])[CH:17]=[C:16]([Cl:21])[CH:15]=2)[CH2:10][CH2:9]1. The yield is 0.0340.